From a dataset of Forward reaction prediction with 1.9M reactions from USPTO patents (1976-2016). Predict the product of the given reaction. (1) The product is: [Si:1]([O:18][C@@H:19]([CH3:23])[C:20]([N:34]1[N:33]=[C:32]([C:26]2[CH:27]=[C:28]([F:31])[CH:29]=[CH:30][C:25]=2[F:24])[S:36][C@@:35]1([CH2:43][O:44][CH2:45][O:46][CH3:47])[C:37]1[CH:42]=[CH:41][CH:40]=[CH:39][CH:38]=1)=[O:21])([C:14]([CH3:16])([CH3:17])[CH3:15])([C:8]1[CH:9]=[CH:10][CH:11]=[CH:12][CH:13]=1)[C:2]1[CH:3]=[CH:4][CH:5]=[CH:6][CH:7]=1. Given the reactants [Si:1]([O:18][C@@H:19]([CH3:23])[C:20](O)=[O:21])([C:14]([CH3:17])([CH3:16])[CH3:15])([C:8]1[CH:13]=[CH:12][CH:11]=[CH:10][CH:9]=1)[C:2]1[CH:7]=[CH:6][CH:5]=[CH:4][CH:3]=1.[F:24][C:25]1[CH:30]=[CH:29][C:28]([F:31])=[CH:27][C:26]=1[C:32]1[S:36][C:35]([CH2:43][O:44][CH2:45][O:46][CH3:47])([C:37]2[CH:42]=[CH:41][CH:40]=[CH:39][CH:38]=2)[NH:34][N:33]=1.C1CN([P+](ON2N=NC3C=CC=CC2=3)(N2CCCC2)N2CCCC2)CC1.F[P-](F)(F)(F)(F)F.CCN(C(C)C)C(C)C.C([O-])(O)=O.[Na+], predict the reaction product. (2) Given the reactants [F:1][C:2]([F:22])([F:21])[C:3]1[CH:4]=[C:5]([NH:9][C:10]2[CH:11]=[C:12]([CH:18]=[CH:19][CH:20]=2)[C:13]([O:15]CC)=[O:14])[CH:6]=[CH:7][CH:8]=1.[OH-].[Na+], predict the reaction product. The product is: [F:1][C:2]([F:21])([F:22])[C:3]1[CH:4]=[C:5]([NH:9][C:10]2[CH:11]=[C:12]([CH:18]=[CH:19][CH:20]=2)[C:13]([OH:15])=[O:14])[CH:6]=[CH:7][CH:8]=1.